Dataset: Reaction yield outcomes from USPTO patents with 853,638 reactions. Task: Predict the reaction yield, written as a fraction of the theoretical maximum amount of product (1.0 means a 100% yield; for example, 0.34 means a 34% yield). (1) The product is [C:50]([O:49][C:48](=[O:54])[NH:47][CH2:46][C:45]1[CH:44]=[CH:43][C:42]([NH:41][C:28]([C@H:9]2[C@H:8]([C:4]3[CH:5]=[CH:6][CH:7]=[C:2]([Cl:1])[C:3]=3[F:31])[C@:12]([C:15]3[CH:20]=[CH:19][C:18]([Cl:21])=[CH:17][C:16]=3[F:22])([C:13]#[N:14])[C@H:11]([CH2:23][C:24]([CH3:26])([CH3:27])[CH3:25])[NH:10]2)=[O:30])=[CH:56][CH:55]=1)([CH3:53])([CH3:51])[CH3:52]. The reactants are [Cl:1][C:2]1[C:3]([F:31])=[C:4]([CH:8]2[C:12]([C:15]3[CH:20]=[CH:19][C:18]([Cl:21])=[CH:17][C:16]=3[F:22])([C:13]#[N:14])[CH:11]([CH2:23][C:24]([CH3:27])([CH3:26])[CH3:25])[NH:10][CH:9]2[C:28]([OH:30])=O)[CH:5]=[CH:6][CH:7]=1.C(N(CC)C(C)C)(C)C.[NH2:41][C:42]1[CH:56]=[CH:55][C:45]([CH2:46][NH:47][C:48](=[O:54])[O:49][C:50]([CH3:53])([CH3:52])[CH3:51])=[CH:44][CH:43]=1.CN(C(ON1N=NC2C=CC=NC1=2)=[N+](C)C)C.F[P-](F)(F)(F)(F)F.ClC1C(F)=C([C@@H]2[C@](C3C=CC(Cl)=CC=3F)(C#N)[C@H](CC(C)(C)C)N[C@H]2C(O)=O)C=CC=1. The catalyst is ClCCl. The yield is 0.960. (2) The yield is 0.900. The catalyst is CC(=O)CC. The reactants are [F:1][C:2]1[CH:7]=[C:6]([Br:8])[CH:5]=[CH:4][C:3]=1[OH:9].Cl[CH2:11][CH2:12][CH2:13][N:14]1[CH2:19][CH2:18][CH2:17][CH2:16][CH2:15]1.C(=O)([O-])[O-].[K+].[K+].[I-].[K+]. The product is [Br:8][C:6]1[CH:5]=[CH:4][C:3]([O:9][CH2:11][CH2:12][CH2:13][N:14]2[CH2:19][CH2:18][CH2:17][CH2:16][CH2:15]2)=[C:2]([F:1])[CH:7]=1.